From a dataset of Catalyst prediction with 721,799 reactions and 888 catalyst types from USPTO. Predict which catalyst facilitates the given reaction. (1) Reactant: [NH2:1][C:2]1[N:6](C(OC(C)(C)C)=O)[N:5]=[C:4]([C:14]([CH3:17])([CH3:16])[CH3:15])[CH:3]=1.[Cl:18][C:19]1[CH:20]=[C:21]([N:26]=[C:27]=[O:28])[CH:22]=[CH:23][C:24]=1[Cl:25]. Product: [C:14]([C:4]1[CH:3]=[C:2]([NH:1][C:27]([NH:26][C:21]2[CH:22]=[CH:23][C:24]([Cl:25])=[C:19]([Cl:18])[CH:20]=2)=[O:28])[NH:6][N:5]=1)([CH3:15])([CH3:16])[CH3:17]. The catalyst class is: 11. (2) Reactant: [OH:1][C:2]1[CH:9]=[CH:8][CH:7]=[C:6]([O:10][CH3:11])[C:3]=1[CH:4]=[O:5].[H-].[Na+].I[CH2:15][C:16]([NH2:18])=[O:17]. Product: [CH:4]([C:3]1[C:6]([O:10][CH3:11])=[CH:7][CH:8]=[CH:9][C:2]=1[O:1][CH2:15][C:16]([NH2:18])=[O:17])=[O:5]. The catalyst class is: 3. (3) Reactant: C([O:8][C:9]1[C:14]([CH2:15][C:16]2[CH:21]=[CH:20][C:19]([CH2:22][CH3:23])=[CH:18][CH:17]=2)=[N:13][CH:12]=[CH:11][N:10]=1)C1C=CC=CC=1. The catalyst class is: 349. Product: [CH2:22]([C:19]1[CH:20]=[CH:21][C:16]([CH2:15][C:14]2[C:9](=[O:8])[NH:10][CH:11]=[CH:12][N:13]=2)=[CH:17][CH:18]=1)[CH3:23].